This data is from Reaction yield outcomes from USPTO patents with 853,638 reactions. The task is: Predict the reaction yield, written as a fraction of the theoretical maximum amount of product (1.0 means a 100% yield; for example, 0.34 means a 34% yield). (1) The reactants are [NH:1]([C:3]1[CH:12]=[CH:11][C:6]([C:7]([O:9][CH3:10])=[O:8])=[C:5]([CH3:13])[CH:4]=1)[NH2:2].C(N(CC)CC)C.Cl[C:22]([C:34]([F:37])([F:36])[F:35])=[C:23]([C:26]1[CH:31]=[C:30]([Cl:32])[CH:29]=[C:28]([Cl:33])[CH:27]=1)[C:24]#[N:25].O. The catalyst is C(O)C. The product is [NH2:25][C:24]1[N:1]([C:3]2[CH:12]=[CH:11][C:6]([C:7]([O:9][CH3:10])=[O:8])=[C:5]([CH3:13])[CH:4]=2)[N:2]=[C:22]([C:34]([F:35])([F:36])[F:37])[C:23]=1[C:26]1[CH:27]=[C:28]([Cl:33])[CH:29]=[C:30]([Cl:32])[CH:31]=1. The yield is 0.520. (2) The reactants are [CH2:1]([NH:3][C:4]([NH:6][C:7]1[S:8][C:9]2[CH:43]=[CH:42][CH:41]=[CH:40][C:10]=2[C:11]=1[C:12]([N:14]1[CH2:19][CH2:18][CH:17]([N:20]2[CH2:25][CH2:24][N:23](C(=O)C(F)(F)F)[CH:22]([C:32]([N:34]3[CH2:39][CH2:38][O:37][CH2:36][CH2:35]3)=[O:33])[CH2:21]2)[CH2:16][CH2:15]1)=[O:13])=[O:5])[CH3:2].C(=O)([O-])[O-].[K+].[K+]. The catalyst is CO.C(OCC)(=O)C. The product is [CH2:1]([NH:3][C:4]([NH:6][C:7]1[S:8][C:9]2[CH:43]=[CH:42][CH:41]=[CH:40][C:10]=2[C:11]=1[C:12]([N:14]1[CH2:15][CH2:16][CH:17]([N:20]2[CH2:25][CH2:24][NH:23][CH:22]([C:32]([N:34]3[CH2:39][CH2:38][O:37][CH2:36][CH2:35]3)=[O:33])[CH2:21]2)[CH2:18][CH2:19]1)=[O:13])=[O:5])[CH3:2]. The yield is 0.803.